This data is from Full USPTO retrosynthesis dataset with 1.9M reactions from patents (1976-2016). The task is: Predict the reactants needed to synthesize the given product. (1) Given the product [F:12][C:5]1[C:6]2[O:10][CH2:9][O:8][C:7]=2[CH:11]=[C:3]([CH2:2][C:13]#[N:14])[CH:4]=1, predict the reactants needed to synthesize it. The reactants are: Cl[CH2:2][C:3]1[CH:4]=[C:5]([F:12])[C:6]2[O:10][CH2:9][O:8][C:7]=2[CH:11]=1.[C-:13]#[N:14].[Na+].O. (2) Given the product [CH3:1][N:2]1[CH:6]=[C:5]([C:7]2[C:15]3[C:10]([NH:11][CH:12]=[N:13][C:14]=3[N:16]3[CH2:21][CH2:20][CH:19]([NH:22][C:23](=[O:30])[C:24]4[CH:29]=[CH:28][CH:27]=[CH:26][CH:25]=4)[CH2:18][CH2:17]3)=[N:9][CH:8]=2)[CH:4]=[N:3]1, predict the reactants needed to synthesize it. The reactants are: [CH3:1][N:2]1[CH:6]=[C:5]([C:7]2[C:15]3[C:14]([N:16]4[CH2:21][CH2:20][CH:19]([NH:22][C:23](=[O:30])[C:24]5[CH:29]=[CH:28][CH:27]=[CH:26][CH:25]=5)[CH2:18][CH2:17]4)=[N:13][CH:12]=[N:11][C:10]=3[N:9](S(C3C=CC=CC=3)(=O)=O)[CH:8]=2)[CH:4]=[N:3]1.C(=O)([O-])[O-].[Cs+].[Cs+].CCOC(C)=O.O. (3) Given the product [CH3:20][C:21]1([CH3:37])[C:25]([CH3:27])([CH3:26])[O:24][B:23]([C:2]2[CH:3]=[N:4][N:5]([CH:7]3[CH2:12][CH2:11][N:10]([C:13]([O:15][C:16]([CH3:19])([CH3:18])[CH3:17])=[O:14])[CH2:9][CH2:8]3)[CH:6]=2)[O:22]1, predict the reactants needed to synthesize it. The reactants are: Br[C:2]1[CH:3]=[N:4][N:5]([CH:7]2[CH2:12][CH2:11][N:10]([C:13]([O:15][C:16]([CH3:19])([CH3:18])[CH3:17])=[O:14])[CH2:9][CH2:8]2)[CH:6]=1.[CH3:20][C:21]1([CH3:37])[C:25]([CH3:27])([CH3:26])[O:24][B:23]([B:23]2[O:24][C:25]([CH3:27])([CH3:26])[C:21]([CH3:37])([CH3:20])[O:22]2)[O:22]1.C([O-])(=O)C.[K+]. (4) Given the product [F:21][C:11]1[CH:12]=[N:13][C:14]2[CH:15]=[CH:16][C:17](=[O:20])[N:18]3[C@H:7]([CH2:6][N:26]4[CH2:27][CH2:28][CH:23]([OH:22])[CH:24]([CH2:29][NH:30][C:31](=[O:37])[O:32][C:33]([CH3:35])([CH3:34])[CH3:36])[CH2:25]4)[CH2:8][O:9][C:10]=1[C:19]=23, predict the reactants needed to synthesize it. The reactants are: CS(O[CH2:6][C@H:7]1[N:18]2[C:19]3[C:10](=[C:11]([F:21])[CH:12]=[N:13][C:14]=3[CH:15]=[CH:16][C:17]2=[O:20])[O:9][CH2:8]1)(=O)=O.[OH:22][C@H:23]1[CH2:28][CH2:27][NH:26][CH2:25][C@H:24]1[CH2:29][NH:30][C:31](=[O:37])[O:32][C:33]([CH3:36])([CH3:35])[CH3:34]. (5) Given the product [F:22][C:23]1[CH:28]=[C:27]([F:29])[CH:26]=[CH:25][C:24]=1[NH:30][C:31]([NH:15][C:12]1[CH:13]=[CH:14][C:9]([O:8][CH2:7][CH2:6][N:1]2[CH:5]=[CH:4][N:3]=[CH:2]2)=[C:10]([C:16]2[N:17]([CH3:21])[N:18]=[CH:19][CH:20]=2)[CH:11]=1)=[O:32], predict the reactants needed to synthesize it. The reactants are: [N:1]1([CH2:6][CH2:7][O:8][C:9]2[CH:14]=[CH:13][C:12]([NH2:15])=[CH:11][C:10]=2[C:16]2[N:17]([CH3:21])[N:18]=[CH:19][CH:20]=2)[CH:5]=[CH:4][N:3]=[CH:2]1.[F:22][C:23]1[CH:28]=[C:27]([F:29])[CH:26]=[CH:25][C:24]=1[N:30]=[C:31]=[O:32].